This data is from Full USPTO retrosynthesis dataset with 1.9M reactions from patents (1976-2016). The task is: Predict the reactants needed to synthesize the given product. The reactants are: [N-]=[N+]=[N-].[Na+].[Cl-].[NH4+:6].[CH3:7][O:8][C:9]1[CH:14]=[CH:13][C:12]([C:15]23[NH:32][CH2:31][CH2:30][N:16]2[C:17](=[O:29])[C:18]2[N:19]([CH:21]=[C:22]([C:24]4[NH:28][N:27]=[N:26][N:25]=4)[CH:23]=2)[CH2:20]3)=[CH:11][CH:10]=1.CN([CH:36]=[O:37])C. Given the product [CH3:7][O:8][C:9]1[CH:14]=[CH:13][C:12]([C:15]23[N:32]([C:9]([C:10]4[C:11]([CH3:12])=[N:6][O:37][CH:36]=4)=[O:8])[CH2:31][CH2:30][N:16]2[C:17](=[O:29])[C:18]2[N:19]([CH:21]=[C:22]([C:24]4[NH:28][N:27]=[N:26][N:25]=4)[CH:23]=2)[CH2:20]3)=[CH:11][CH:10]=1, predict the reactants needed to synthesize it.